Dataset: HIV replication inhibition screening data with 41,000+ compounds from the AIDS Antiviral Screen. Task: Binary Classification. Given a drug SMILES string, predict its activity (active/inactive) in a high-throughput screening assay against a specified biological target. The drug is CCc1cccc(C(C)C)c1NC(=O)C(=O)C(C(=O)C(=O)OC)c1nc2ccccc2nc1O. The result is 0 (inactive).